Dataset: Catalyst prediction with 721,799 reactions and 888 catalyst types from USPTO. Task: Predict which catalyst facilitates the given reaction. Reactant: C(OC(=O)[NH:10][CH2:11][C:12]1[S:13][CH:14]=[C:15]([C:17]2[CH:18]=[C:19]3[C:23](=[CH:24][CH:25]=2)[N:22]([CH3:26])[C:21]2[N:27]([CH3:39])[C:28](=[O:38])[C:29]([C:31]4[CH:36]=[CH:35][C:34]([Br:37])=[CH:33][CH:32]=4)=[CH:30][C:20]3=2)[N:16]=1)C1C=CC=CC=1.C1(SC)C=CC=CC=1.O. Product: [NH2:10][CH2:11][C:12]1[S:13][CH:14]=[C:15]([C:17]2[CH:18]=[C:19]3[C:23](=[CH:24][CH:25]=2)[N:22]([CH3:26])[C:21]2[N:27]([CH3:39])[C:28](=[O:38])[C:29]([C:31]4[CH:36]=[CH:35][C:34]([Br:37])=[CH:33][CH:32]=4)=[CH:30][C:20]3=2)[N:16]=1. The catalyst class is: 67.